Dataset: Reaction yield outcomes from USPTO patents with 853,638 reactions. Task: Predict the reaction yield, written as a fraction of the theoretical maximum amount of product (1.0 means a 100% yield; for example, 0.34 means a 34% yield). (1) The reactants are [CH3:1][C:2]1[S:6][C:5]([C:7]([O:9]C)=[O:8])=[CH:4][C:3]=1[C:11]1[N:15]([CH3:16])[N:14]=[CH:13][CH:12]=1.[OH-].[Na+]. The catalyst is O1CCCC1. The product is [CH3:1][C:2]1[S:6][C:5]([C:7]([OH:9])=[O:8])=[CH:4][C:3]=1[C:11]1[N:15]([CH3:16])[N:14]=[CH:13][CH:12]=1. The yield is 0.640. (2) The reactants are [O:1]=[S:2]1(=[O:27])[CH2:7][CH2:6][N:5]([C:8]2[N:13]=[C:12]3[N:14]([Si](C(C)C)(C(C)C)C(C)C)[CH:15]=[CH:16][C:11]3=[CH:10][CH:9]=2)[CH2:4][CH2:3]1.[CH3:28][N:29](C=O)C.ClS(N=C=O)(=O)=O.CCOC(C)=O. The catalyst is C(#N)C. The product is [O:27]=[S:2]1(=[O:1])[CH2:3][CH2:4][N:5]([C:8]2[N:13]=[C:12]3[NH:14][CH:15]=[C:16]([C:28]#[N:29])[C:11]3=[CH:10][CH:9]=2)[CH2:6][CH2:7]1. The yield is 0.560. (3) The reactants are C(=O)([O-])[O-].[K+].[K+].[C:7]([CH2:9][C:10]([O:12][CH2:13][CH3:14])=[O:11])#[N:8].[CH2:15](Br)[C:16]([C:18]1[CH:23]=[CH:22][CH:21]=[CH:20][CH:19]=1)=[O:17]. The catalyst is CC(C)=O. The product is [C:7]([CH:9]([CH2:15][C:16](=[O:17])[C:18]1[CH:23]=[CH:22][CH:21]=[CH:20][CH:19]=1)[C:10]([O:12][CH2:13][CH3:14])=[O:11])#[N:8]. The yield is 0.900. (4) The reactants are [C:1]1([C:7]2[C:11]3[CH2:12][NH:13][CH2:14][CH2:15][C:10]=3[NH:9][N:8]=2)[CH:6]=[CH:5][CH:4]=[CH:3][CH:2]=1.[C:16]1(/[CH:22]=[CH:23]/[C:24](O)=[O:25])[CH:21]=[CH:20][CH:19]=[CH:18][CH:17]=1.CN(C(ON1N=NC2C=CC=NC1=2)=[N+](C)C)C.F[P-](F)(F)(F)(F)F.CCN(C(C)C)C(C)C. The catalyst is C(Cl)Cl.O. The product is [C:16]1(/[CH:22]=[CH:23]/[C:24]([N:13]2[CH2:14][CH2:15][C:10]3[NH:9][N:8]=[C:7]([C:1]4[CH:2]=[CH:3][CH:4]=[CH:5][CH:6]=4)[C:11]=3[CH2:12]2)=[O:25])[CH:21]=[CH:20][CH:19]=[CH:18][CH:17]=1. The yield is 0.443. (5) The reactants are CS(O[CH2:6][CH2:7][N:8]1[CH:12]=[C:11]([CH:13]2[CH2:18][CH2:17][O:16][CH2:15][CH2:14]2)[N:10]=[C:9]1[CH:19]1[CH2:24][CH2:23][N:22]([C:25]([O:27][C:28]([CH3:31])([CH3:30])[CH3:29])=[O:26])[CH2:21][CH2:20]1)(=O)=O.[NH:32]1[CH2:36][CH2:35][CH2:34][CH2:33]1.CN(C)C=O. The catalyst is ClCCl.C(=O)(O)[O-].[Na+]. The product is [N:32]1([CH2:6][CH2:7][N:8]2[CH:12]=[C:11]([CH:13]3[CH2:14][CH2:15][O:16][CH2:17][CH2:18]3)[N:10]=[C:9]2[CH:19]2[CH2:24][CH2:23][N:22]([C:25]([O:27][C:28]([CH3:30])([CH3:31])[CH3:29])=[O:26])[CH2:21][CH2:20]2)[CH2:36][CH2:35][CH2:34][CH2:33]1. The yield is 0.930. (6) The reactants are [F:1][C:2]1[CH:3]=[C:4]([CH:7]=[CH:8][C:9]=1[O:10][CH3:11])[CH:5]=O.[C:12](Br)(Br)([Br:14])[Br:13].C1(P(C2C=CC=CC=2)C2C=CC=CC=2)C=CC=CC=1. The catalyst is C(Cl)Cl. The product is [Br:13][C:12]([Br:14])=[CH:5][C:4]1[CH:7]=[CH:8][C:9]([O:10][CH3:11])=[C:2]([F:1])[CH:3]=1. The yield is 0.600. (7) The reactants are [Li]CCCC.C(#N)C.[Li].C(#N)C.[CH3:13][C:14]1([S:17][CH2:16]1)[CH3:15].[OH-:18].[Na+].[CH2:20]1[CH2:24][O:23]CC1. The catalyst is O.C(O)C. The product is [SH:17][C:14]([CH3:13])([CH3:15])[CH2:16][CH2:20][C:24]([OH:18])=[O:23]. The yield is 0.390. (8) The reactants are [CH:1]1[C:6]([OH:7])=[CH:5][CH:4]=[C:3]([CH3:8])[CH:2]=1.[N+:9]([C:12]1[CH:17]=[CH:16][CH:15]=[C:14]([N+]([O-])=O)[CH:13]=1)([O-:11])=[O:10].C(=O)([O-])[O-].[Cs+].[Cs+]. The catalyst is CS(C)=O. The product is [CH3:8][C:3]1[CH:4]=[CH:5][C:6]([O:7][C:14]2[CH:13]=[C:12]([N+:9]([O-:11])=[O:10])[CH:17]=[CH:16][CH:15]=2)=[CH:1][CH:2]=1. The yield is 0.660.